Dataset: Reaction yield outcomes from USPTO patents with 853,638 reactions. Task: Predict the reaction yield, written as a fraction of the theoretical maximum amount of product (1.0 means a 100% yield; for example, 0.34 means a 34% yield). The reactants are [NH2:1][C:2]1[S:3][C:4]([CH2:12][N:13]2[CH2:18][CH2:17][O:16][CH2:15][CH2:14]2)=[C:5]([C:7]2[O:8][CH:9]=[CH:10][CH:11]=2)[N:6]=1.Cl.[C:20](Cl)(=[O:27])[C:21]1[CH:26]=[CH:25][CH:24]=[N:23][CH:22]=1.C(N(CC)CC)C.C(=O)([O-])O.[Na+]. The catalyst is CN(C=O)C. The product is [O:8]1[CH:9]=[CH:10][CH:11]=[C:7]1[C:5]1[N:6]=[C:2]([NH:1][C:20]([C:21]2[CH:22]=[N:23][CH:24]=[CH:25][CH:26]=2)=[O:27])[S:3][C:4]=1[CH2:12][N:13]1[CH2:14][CH2:15][O:16][CH2:17][CH2:18]1. The yield is 0.230.